This data is from Catalyst prediction with 721,799 reactions and 888 catalyst types from USPTO. The task is: Predict which catalyst facilitates the given reaction. (1) Reactant: Cl[C:2]1[C:3]([C:13]2[CH:18]=[CH:17][CH:16]=[CH:15][CH:14]=2)=[CH:4][C:5]2[C:10]([NH2:11])=[N:9][CH:8]=[N:7][C:6]=2[N:12]=1.CC1(C)C(C)(C)OB([C:27]2[CH:32]=[CH:31][C:30]([C:33]3([NH:37][C:38](=[O:44])[O:39][C:40]([CH3:43])([CH3:42])[CH3:41])[CH2:36][CH2:35][CH2:34]3)=[CH:29][CH:28]=2)O1.C(=O)([O-])[O-].[Na+].[Na+]. Product: [NH2:11][C:10]1[C:5]2[CH:4]=[C:3]([C:13]3[CH:18]=[CH:17][CH:16]=[CH:15][CH:14]=3)[C:2]([C:27]3[CH:28]=[CH:29][C:30]([C:33]4([NH:37][C:38](=[O:44])[O:39][C:40]([CH3:42])([CH3:41])[CH3:43])[CH2:34][CH2:35][CH2:36]4)=[CH:31][CH:32]=3)=[N:12][C:6]=2[N:7]=[CH:8][N:9]=1. The catalyst class is: 70. (2) Reactant: [Cl:1][C:2]1[CH:11]=[C:10]([NH:12][CH2:13][CH2:14][CH2:15][C:16]([O:18]CC)=O)[CH:9]=[CH:8][C:3]=1[C:4]([O:6]C)=[O:5].[OH-].[Na+].Cl. Product: [Cl:1][C:2]1[CH:11]=[C:10]([N:12]2[CH2:13][CH2:14][CH2:15][C:16]2=[O:18])[CH:9]=[CH:8][C:3]=1[C:4]([OH:6])=[O:5]. The catalyst class is: 8. (3) Reactant: [Si:1]([O:8][CH2:9][C:10]1[C:15]([O:16][CH3:17])=[CH:14][CH:13]=[C:12]([C:18]#[C:19][Si](C)(C)C)[N:11]=1)([C:4]([CH3:7])([CH3:6])[CH3:5])([CH3:3])[CH3:2].C(=O)([O-])[O-].[K+].[K+]. Product: [Si:1]([O:8][CH2:9][C:10]1[C:15]([O:16][CH3:17])=[CH:14][CH:13]=[C:12]([C:18]#[CH:19])[N:11]=1)([C:4]([CH3:7])([CH3:6])[CH3:5])([CH3:3])[CH3:2]. The catalyst class is: 111. (4) Reactant: [F:1][C:2]([F:25])([F:24])[C:3]1[CH:4]=[C:5]([S:9][C@@H:10]2[CH2:15][CH2:14][C@H:13]([NH:16][C:17](=[O:23])[O:18][C:19]([CH3:22])([CH3:21])[CH3:20])[CH2:12][CH2:11]2)[CH:6]=[CH:7][CH:8]=1.C([O-])(O)=[O:27].[Na+].C1C=C(Cl)C=C(C(OO)=O)C=1.[OH2:42]. Product: [F:25][C:2]([F:24])([F:1])[C:3]1[CH:4]=[C:5]([S:9]([C@@H:10]2[CH2:11][CH2:12][C@H:13]([NH:16][C:17](=[O:23])[O:18][C:19]([CH3:20])([CH3:21])[CH3:22])[CH2:14][CH2:15]2)(=[O:27])=[O:42])[CH:6]=[CH:7][CH:8]=1. The catalyst class is: 61. (5) Reactant: [NH2:1][CH2:2][C@H:3]([OH:12])[CH2:4][O:5][C:6]1[CH:11]=[CH:10][CH:9]=[CH:8][CH:7]=1.[Cl:13][C:14]1[CH:25]=[CH:24][C:17]2[CH2:18][CH2:19][CH2:20][C:21](=O)[CH2:22][C:16]=2[CH:15]=1.C(O[BH-](OC(=O)C)OC(=O)C)(=O)C.[Na+].[OH-].[Na+]. Product: [ClH:13].[Cl:13][C:14]1[CH:25]=[CH:24][C:17]2[CH2:18][CH2:19][CH2:20][CH:21]([NH:1][CH2:2][C@H:3]([OH:12])[CH2:4][O:5][C:6]3[CH:11]=[CH:10][CH:9]=[CH:8][CH:7]=3)[CH2:22][C:16]=2[CH:15]=1. The catalyst class is: 478. (6) Reactant: [F:1][C:2]1[C:7]([OH:8])=[CH:6][CH:5]=[CH:4][C:3]=1[CH2:9][NH:10][C:11]([C:13]1[CH:14]=[C:15]2[C:20](=[CH:21][CH:22]=1)[N:19]=[CH:18][CH:17]=[CH:16]2)=[O:12].Br[CH2:24][CH:25]=[CH2:26].CN(C=O)C.C(=O)([O-])[O-].[Cs+].[Cs+]. Product: [F:1][C:2]1[C:7]([O:8][CH2:26][CH:25]=[CH2:24])=[CH:6][CH:5]=[CH:4][C:3]=1[CH2:9][NH:10][C:11]([C:13]1[CH:14]=[C:15]2[C:20](=[CH:21][CH:22]=1)[N:19]=[CH:18][CH:17]=[CH:16]2)=[O:12]. The catalyst class is: 6. (7) Reactant: [OH-].[K+].[CH3:3][O:4][C:5]1[CH:6]=[C:7]2[C:11](=[C:12]([O:14][CH3:15])[CH:13]=1)[N:10]([CH3:16])[CH:9]=[C:8]2[C:17]1[N:25](S(C2C=CC(C)=CC=2)(=O)=O)[C:20]2=[N:21][CH:22]=[CH:23][CH:24]=[C:19]2[CH:18]=1.O. Product: [CH3:3][O:4][C:5]1[CH:6]=[C:7]2[C:11](=[C:12]([O:14][CH3:15])[CH:13]=1)[N:10]([CH3:16])[CH:9]=[C:8]2[C:17]1[NH:25][C:20]2=[N:21][CH:22]=[CH:23][CH:24]=[C:19]2[CH:18]=1. The catalyst class is: 5. (8) Reactant: [Cl-].[O:2]=[C:3]([NH:14][CH2:15][CH2:16][C:17]1[C:25]2[C:20](=[CH:21][CH:22]=[CH:23][CH:24]=2)[NH:19][C:18]=1[C:26]1[CH:31]=[CH:30][CH:29]=[CH:28][CH:27]=1)[C@@H:4]([NH3+:13])[CH2:5][CH2:6][CH2:7][CH2:8][CH2:9][C:10](=[O:12])[CH3:11].CCN(CC)CC.[C:39]([C:41]1[CH:46]=[CH:45][C:44]([S:47](Cl)(=[O:49])=[O:48])=[CH:43][CH:42]=1)#[N:40]. Product: [C:39]([C:41]1[CH:42]=[CH:43][C:44]([S:47]([NH:13][C@@H:4]([CH2:5][CH2:6][CH2:7][CH2:8][CH2:9][C:10](=[O:12])[CH3:11])[C:3]([NH:14][CH2:15][CH2:16][C:17]2[C:25]3[C:20](=[CH:21][CH:22]=[CH:23][CH:24]=3)[NH:19][C:18]=2[C:26]2[CH:27]=[CH:28][CH:29]=[CH:30][CH:31]=2)=[O:2])(=[O:49])=[O:48])=[CH:45][CH:46]=1)#[N:40]. The catalyst class is: 2.